This data is from Reaction yield outcomes from USPTO patents with 853,638 reactions. The task is: Predict the reaction yield, written as a fraction of the theoretical maximum amount of product (1.0 means a 100% yield; for example, 0.34 means a 34% yield). (1) The reactants are [CH2:1]([N:8]1[C:16]2[C:11](=[CH:12][C:13](Br)=[CH:14][CH:15]=2)[CH:10]=[CH:9]1)[C:2]1[CH:7]=[CH:6][CH:5]=[CH:4][CH:3]=1.[F:18][C:19]([F:31])([F:30])[O:20][C:21]1[CH:26]=[CH:25][C:24](B(O)O)=[CH:23][CH:22]=1.ClCCl.C(=O)([O-])[O-].[K+].[K+]. The catalyst is O1CCOCC1.O.C1C=CC(P(C2C=CC=CC=2)[C-]2C=CC=C2)=CC=1.C1C=CC(P(C2C=CC=CC=2)[C-]2C=CC=C2)=CC=1.Cl[Pd]Cl.[Fe+2]. The product is [CH2:1]([N:8]1[C:16]2[C:11](=[CH:12][C:13]([C:24]3[CH:23]=[CH:22][C:21]([O:20][C:19]([F:18])([F:30])[F:31])=[CH:26][CH:25]=3)=[CH:14][CH:15]=2)[CH:10]=[CH:9]1)[C:2]1[CH:7]=[CH:6][CH:5]=[CH:4][CH:3]=1. The yield is 0.420. (2) The reactants are [NH2:1][C@@H:2]([CH3:20])[CH2:3][N:4]1[CH:8]=[CH:7][C:6]([C:9]2[CH:16]=[CH:15][C:12]([C:13]#[N:14])=[C:11]([N+:17]([O-:19])=[O:18])[CH:10]=2)=[N:5]1.[C:21]([C:24]1[CH:28]=[C:27]([C:29](O)=[O:30])[NH:26][N:25]=1)(=[O:23])[CH3:22]. The product is [C:21]([C:24]1[NH:25][N:26]=[C:27]([C:29]([NH:1][C@@H:2]([CH3:20])[CH2:3][N:4]2[CH:8]=[CH:7][C:6]([C:9]3[CH:16]=[CH:15][C:12]([C:13]#[N:14])=[C:11]([N+:17]([O-:19])=[O:18])[CH:10]=3)=[N:5]2)=[O:30])[CH:28]=1)(=[O:23])[CH3:22]. No catalyst specified. The yield is 0.429. (3) The reactants are [Cl:1][C:2]1[CH:3]=[C:4]([CH:6]=[CH:7][C:8]=1[Cl:9])[NH2:5].Br[CH2:11][C:12]([O:14][CH2:15][CH3:16])=[O:13].C(N(C(C)C)CC)(C)C.FC(F)(F)C(O)=O.C([O-])(O)=O.[Na+]. The catalyst is CN1C(=O)CCC1.O.CC#N.O. The product is [Cl:1][C:2]1[CH:3]=[C:4]([NH:5][CH2:11][C:12]([O:14][CH2:15][CH3:16])=[O:13])[CH:6]=[CH:7][C:8]=1[Cl:9]. The yield is 0.970. (4) The reactants are [CH3:1][C:2]1[CH:7]=[CH:6][CH:5]=[C:4]([N+:8]([O-:10])=[O:9])[C:3]=1[NH2:11].[H-].[Na+].Cl[C:15]1[N:24]=[CH:23][C:22]2[N:21]=[C:20]([C:25]3[C:30]([Cl:31])=[C:29]([O:32][CH3:33])[CH:28]=[C:27]([O:34][CH3:35])[C:26]=3[Cl:36])[C:19](=[O:37])[N:18]([CH3:38])[C:17]=2[N:16]=1. The catalyst is CN(C)C=O. The product is [Cl:31][C:30]1[C:29]([O:32][CH3:33])=[CH:28][C:27]([O:34][CH3:35])=[C:26]([Cl:36])[C:25]=1[C:20]1[C:19](=[O:37])[N:18]([CH3:38])[C:17]2[N:16]=[C:15]([NH:11][C:3]3[C:4]([N+:8]([O-:10])=[O:9])=[CH:5][CH:6]=[CH:7][C:2]=3[CH3:1])[N:24]=[CH:23][C:22]=2[N:21]=1. The yield is 0.750.